This data is from Reaction yield outcomes from USPTO patents with 853,638 reactions. The task is: Predict the reaction yield, written as a fraction of the theoretical maximum amount of product (1.0 means a 100% yield; for example, 0.34 means a 34% yield). (1) The reactants are [H-].[H-].[H-].[H-].[Li+].[Al+3].[OH:7][CH2:8][CH2:9][CH2:10][O:11][C:12]1[C:17]([O:18][CH3:19])=[CH:16][C:15]([O:20][CH3:21])=[CH:14][C:13]=1[NH:22][C:23]1[C:24]([NH:33][S:34]([C:37]2[CH:47]=[CH:46][C:40]([C:41]([N:43]([CH3:45])[CH3:44])=O)=[CH:39][CH:38]=2)(=[O:36])=[O:35])=[N:25][C:26]2[C:31]([N:32]=1)=[CH:30][CH:29]=[CH:28][CH:27]=2. The catalyst is C1COCC1. The product is [CH3:44][N:43]([CH2:41][C:40]1[CH:39]=[CH:38][C:37]([S:34]([NH:33][C:24]2[C:23]([NH:22][C:13]3[CH:14]=[C:15]([O:20][CH3:21])[CH:16]=[C:17]([O:18][CH3:19])[C:12]=3[O:11][CH2:10][CH2:9][CH2:8][OH:7])=[N:32][C:31]3[C:26](=[CH:27][CH:28]=[CH:29][CH:30]=3)[N:25]=2)(=[O:35])=[O:36])=[CH:47][CH:46]=1)[CH3:45]. The yield is 0.360. (2) The reactants are [H-].[Na+].[C:3]([O:11][CH2:12][CH3:13])(=[O:10])[CH2:4][C:5]([O:7][CH2:8][CH3:9])=[O:6].[H][H].I[CH2:17][CH2:18][C:19]1[CH:28]=[CH:27][C:26]([O:29][CH3:30])=[C:25]2[C:20]=1[CH:21]=[CH:22][C:23](=[O:32])[N:24]2[CH3:31].Cl. The catalyst is ClCCl.O1CCCC1. The product is [CH3:30][O:29][C:26]1[CH:27]=[CH:28][C:19]([CH2:18][CH2:17][CH:4]([C:5]([O:7][CH2:8][CH3:9])=[O:6])[C:3]([O:11][CH2:12][CH3:13])=[O:10])=[C:20]2[C:25]=1[N:24]([CH3:31])[C:23](=[O:32])[CH:22]=[CH:21]2. The yield is 1.00. (3) The reactants are [C:1]([C:3]1[NH:7][CH:6]=[C:5]([C:8]([O:10][CH2:11][CH3:12])=[O:9])[C:4]=1[C:13]1[CH:18]=[CH:17][C:16]([N+:19]([O-:21])=[O:20])=[C:15]([F:22])[CH:14]=1)#[N:2].[H-].[Na+].[NH2:25]OP(=O)(C1C=CC=CC=1)C1C=CC=CC=1. The catalyst is CN(C=O)C. The product is [NH2:25][N:7]1[C:3]([C:1]#[N:2])=[C:4]([C:13]2[CH:18]=[CH:17][C:16]([N+:19]([O-:21])=[O:20])=[C:15]([F:22])[CH:14]=2)[C:5]([C:8]([O:10][CH2:11][CH3:12])=[O:9])=[CH:6]1. The yield is 0.710.